From a dataset of Forward reaction prediction with 1.9M reactions from USPTO patents (1976-2016). Predict the product of the given reaction. (1) Given the reactants Br[C:2]1[CH:3]=[C:4]2[C:9](=[CH:10][CH:11]=1)[CH:8]=[C:7]([N:12]([CH3:14])[CH3:13])[CH:6]=[CH:5]2.[CH3:15][C:16]1[N:17]([C:24]2[CH:29]=[CH:28][CH:27]=[CH:26][CH:25]=2)[C:18]([CH3:23])=[CH:19][C:20]=1[CH:21]=[CH2:22].C([O-])([O-])=O.[Na+].[Na+], predict the reaction product. The product is: [CH3:13][N:12]([CH3:14])[C:7]1[CH:6]=[CH:5][C:4]2[C:9](=[CH:10][CH:11]=[C:2](/[CH:22]=[CH:21]/[C:20]3[CH:19]=[C:18]([CH3:23])[N:17]([C:24]4[CH:29]=[CH:28][CH:27]=[CH:26][CH:25]=4)[C:16]=3[CH3:15])[CH:3]=2)[CH:8]=1. (2) Given the reactants [F:1][C:2]1[CH:7]=[CH:6][C:5]([F:8])=[CH:4][C:3]=1[C:9]1[N:13]=[C:12]([C@H:14]([NH:19][C:20](=[O:26])[O:21][C:22]([CH3:25])([CH3:24])[CH3:23])[C:15]([CH3:18])([CH3:17])[CH3:16])[NH:11][N:10]=1.C([O-])([O-])=O.[Cs+].[Cs+].[CH2:33](Br)[C:34]1[CH:39]=[CH:38][CH:37]=[CH:36][CH:35]=1, predict the reaction product. The product is: [CH2:33]([N:11]1[C:12]([C@H:14]([NH:19][C:20](=[O:26])[O:21][C:22]([CH3:25])([CH3:24])[CH3:23])[C:15]([CH3:18])([CH3:17])[CH3:16])=[N:13][C:9]([C:3]2[CH:4]=[C:5]([F:8])[CH:6]=[CH:7][C:2]=2[F:1])=[N:10]1)[C:34]1[CH:39]=[CH:38][CH:37]=[CH:36][CH:35]=1. (3) Given the reactants [Cl:1][C:2]1[N:3]=[C:4]([N:20]2[CH2:25][CH2:24][N:23]([CH3:26])[CH2:22][CH2:21]2)[C:5](=[O:19])[N:6]([C:8]2[CH:9]=[C:10]([CH:15]=[CH:16][C:17]=2[CH3:18])[C:11](OC)=[O:12])[CH:7]=1.[CH:27]1([NH2:30])[CH2:29][CH2:28]1.C([Mg]Cl)(C)C.[NH4+].[Cl-], predict the reaction product. The product is: [Cl:1][C:2]1[N:3]=[C:4]([N:20]2[CH2:21][CH2:22][N:23]([CH3:26])[CH2:24][CH2:25]2)[C:5](=[O:19])[N:6]([C:8]2[CH:9]=[C:10]([CH:15]=[CH:16][C:17]=2[CH3:18])[C:11]([NH:30][CH:27]2[CH2:29][CH2:28]2)=[O:12])[CH:7]=1. (4) Given the reactants Br[C:2]1[CH:7]=[CH:6][N:5]2[CH:8]=[C:9]([C:11]3[CH:16]=[CH:15][CH:14]=[CH:13][CH:12]=3)[N:10]=[C:4]2[CH:3]=1.Cl.[F:18][CH:19]1[CH2:24][CH2:23][NH:22][CH2:21][CH2:20]1.C(=O)([O-])[O-].[Cs+].[Cs+].CC1(C)C2C(=C(P(C3C=CC=CC=3)C3C=CC=CC=3)C=CC=2)OC2C(P(C3C=CC=CC=3)C3C=CC=CC=3)=CC=CC1=2, predict the reaction product. The product is: [F:18][CH:19]1[CH2:24][CH2:23][N:22]([C:2]2[CH:7]=[CH:6][N:5]3[CH:8]=[C:9]([C:11]4[CH:16]=[CH:15][CH:14]=[CH:13][CH:12]=4)[N:10]=[C:4]3[CH:3]=2)[CH2:21][CH2:20]1. (5) Given the reactants [Cl:1][C:2]1[CH:7]=[CH:6][C:5]([CH:8]2[NH:12][C:11](=[O:13])[CH:10]([C:14]([CH:16]3[CH2:18][CH2:17]3)=O)[C:9]2=O)=[CH:4][CH:3]=1.[F:20][C:21]([F:28])([F:27])[C@@H:22]([OH:26])[CH2:23][NH:24][NH2:25], predict the reaction product. The product is: [Cl:1][C:2]1[CH:7]=[CH:6][C:5]([CH:8]2[C:9]3[N:24]([CH2:23][C@@H:22]([OH:26])[C:21]([F:28])([F:27])[F:20])[N:25]=[C:14]([CH:16]4[CH2:18][CH2:17]4)[C:10]=3[C:11](=[O:13])[NH:12]2)=[CH:4][CH:3]=1.